This data is from Full USPTO retrosynthesis dataset with 1.9M reactions from patents (1976-2016). The task is: Predict the reactants needed to synthesize the given product. (1) Given the product [C:1]([C:5]1[CH:18]=[CH:17][C:16]2[C:7](=[C:8]([C:48]3[CH:53]=[CH:52][CH:51]=[CH:50][CH:49]=3)[C:9]3[C:14]([C:15]=2[C:32]2[CH:45]=[CH:44][CH:43]=[CH:34][CH:33]=2)=[CH:13][CH:12]=[CH:11][CH:10]=3)[CH:6]=1)([CH3:4])([CH3:2])[CH3:3], predict the reactants needed to synthesize it. The reactants are: [C:1]([C:5]1[CH:18]=[CH:17][C:16]2[C:7](=[CH:8][C:9]3[C:14]([CH:15]=2)=[CH:13][CH:12]=[CH:11][CH:10]=3)[CH:6]=1)([CH3:4])([CH3:3])[CH3:2].BrNC(=O)CCC(N)=O.C([C:32]1[CH:45]=[CH:44][C:43]2[C:34](=C(Br)[C:32]3[C:45](C=2Br)=[CH:44][CH:43]=[CH:34][CH:33]=3)[CH:33]=1)(C)(C)C.[C:48]1(B(O)O)[CH:53]=[CH:52][CH:51]=[CH:50][CH:49]=1.C(=O)([O-])[O-].[K+].[K+]. (2) Given the product [C:19]([NH:23][C:24](=[O:25])[C:26]1[CH:31]=[CH:30][C:29]([S:32]([N:35]2[C:43]3[C:38](=[CH:39][C:40]([O:44][CH2:45][CH3:46])=[CH:41][CH:42]=3)[C:37]([C:48]3[CH:49]=[C:50]([C:6]([NH:8][CH2:9][CH2:10][NH2:11])=[O:7])[CH:54]=[CH:55][C:56]=3[Cl:57])([CH3:47])[C:36]2=[O:58])(=[O:34])=[O:33])=[C:28]([O:59][CH3:60])[CH:27]=1)([CH3:20])([CH3:21])[CH3:22], predict the reactants needed to synthesize it. The reactants are: C(O[C:6]([NH:8][CH2:9][CH2:10][NH2:11])=[O:7])(C)(C)C.C(N(CC)CC)C.[C:19]([NH:23][C:24]([C:26]1[CH:31]=[CH:30][C:29]([S:32]([N:35]2[C:43]3[C:38](=[CH:39][C:40]([O:44][CH2:45][CH3:46])=[CH:41][CH:42]=3)[C:37]([C:48]3[CH:49]=[C:50]([CH:54]=[CH:55][C:56]=3[Cl:57])C(O)=O)([CH3:47])[C:36]2=[O:58])(=[O:34])=[O:33])=[C:28]([O:59][CH3:60])[CH:27]=1)=[O:25])([CH3:22])([CH3:21])[CH3:20].O.